This data is from Catalyst prediction with 721,799 reactions and 888 catalyst types from USPTO. The task is: Predict which catalyst facilitates the given reaction. (1) The catalyst class is: 603. Product: [NH2:8][C:6]1[CH:5]=[C:4]([CH2:11][OH:12])[CH:3]=[C:2]([Br:1])[CH:7]=1. Reactant: [Br:1][C:2]1[CH:3]=[C:4]([CH2:11][OH:12])[CH:5]=[C:6]([N+:8]([O-])=O)[CH:7]=1. (2) Reactant: [CH2:1]([O:3][C:4](=[O:13])[CH2:5][C:6](=[O:12])[N:7]1[CH2:11][CH2:10][CH2:9][NH:8]1)[CH3:2].[CH3:14][S:15][C:16]1[N:21]=[C:20]([C:22](O)=[O:23])[CH:19]=[CH:18][N:17]=1.ON1C2C=CC=CC=2N=N1.Cl.CN(C)CCCN=C=NCC.C([O-])(O)=O.[Na+]. Product: [CH2:1]([O:3][C:4](=[O:13])[CH2:5][C:6]([N:7]1[CH2:11][CH2:10][CH2:9][N:8]1[C:22]([C:20]1[CH:19]=[CH:18][N:17]=[C:16]([S:15][CH3:14])[N:21]=1)=[O:23])=[O:12])[CH3:2]. The catalyst class is: 3. (3) Reactant: [CH:1]1([CH2:6][C:7]([OH:9])=O)[CH2:5][CH2:4][CH:3]=[CH:2]1.C(N(CC)C(C)C)(C)C.[F:19][C:20]1[CH:25]=[C:24]([N:26]2[CH2:31][CH2:30][O:29][CH2:28][CH2:27]2)[CH:23]=[C:22]([F:32])[C:21]=1[NH2:33].C(OCC)(=O)C. Product: [CH:1]1([CH2:6][C:7]([NH:33][C:21]2[C:20]([F:19])=[CH:25][C:24]([N:26]3[CH2:31][CH2:30][O:29][CH2:28][CH2:27]3)=[CH:23][C:22]=2[F:32])=[O:9])[CH2:5][CH2:4][CH:3]=[CH:2]1. The catalyst class is: 9. (4) Reactant: C(N(CC)CC)C.Cl[C:9]([O:11][CH3:12])=[O:10].[OH:13][C:14]([CH3:44])([CH3:43])[CH2:15][C@@:16]1([C:37]2[CH:42]=[CH:41][CH:40]=[CH:39][CH:38]=2)[O:21][C:20](=[O:22])[N:19]([C@H:23]([C:25]2[CH:30]=[CH:29][C:28]([CH:31]3[CH2:36][CH2:35][NH:34][CH2:33][CH2:32]3)=[CH:27][CH:26]=2)[CH3:24])[CH2:18][CH2:17]1. Product: [CH3:12][O:11][C:9]([N:34]1[CH2:35][CH2:36][CH:31]([C:28]2[CH:27]=[CH:26][C:25]([C@@H:23]([N:19]3[CH2:18][CH2:17][C@:16]([CH2:15][C:14]([OH:13])([CH3:43])[CH3:44])([C:37]4[CH:38]=[CH:39][CH:40]=[CH:41][CH:42]=4)[O:21][C:20]3=[O:22])[CH3:24])=[CH:30][CH:29]=2)[CH2:32][CH2:33]1)=[O:10]. The catalyst class is: 4.